This data is from Forward reaction prediction with 1.9M reactions from USPTO patents (1976-2016). The task is: Predict the product of the given reaction. (1) Given the reactants [OH:1][CH:2]([CH3:10])[C@H:3]([CH3:9])[C@@H:4]([C:6]([OH:8])=[O:7])[NH2:5].[NH2:11][C@H:12]([C:17]([OH:19])=[O:18])[C@H](CC)C.O=[C:26](C[CH2:26][C:27]([OH:29])=[O:28])[C:27]([OH:29])=[O:28].[O:30]=[C:31]1[O:37][C@H]([C@H](CO)O)C(O)=[C:32]1O.C1[N:47]([CH2:48][CH2:49][OH:50])[CH2:46][CH2:45]N(CCS(O)(=O)=O)C1, predict the reaction product. The product is: [OH:1][CH:2]([CH3:10])[C@H:3]([CH3:9])[C@@H:4]([C:6]([OH:8])=[O:7])[NH2:5].[CH2:45]([N:11]([CH2:12][C:17]([OH:19])=[O:18])[CH2:26][C:27]([OH:29])=[O:28])[CH2:46][N:47]([CH2:32][C:31]([OH:37])=[O:30])[CH2:48][C:49]([OH:50])=[O:1]. (2) Given the reactants [CH3:1][CH:2]([CH2:4][CH2:5][CH2:6][C@H:7]([C@@H:9]1[C@:26]2([CH3:27])[C@H:12]([C:13]3[CH2:14][CH2:15][C:16]4[C@:21]([C:23]=3[CH2:24][CH2:25]2)([CH3:22])[CH2:20][CH2:19][C:18](=[O:28])[CH:17]=4)[CH2:11][CH2:10]1)[CH3:8])[CH3:3].CCC(C)[BH-](C(C)CC)C(C)CC.[Li+].Cl, predict the reaction product. The product is: [CH3:3][CH:2]([CH2:4][CH2:5][CH2:6][C@H:7]([C@@H:9]1[C@:26]2([CH3:27])[C@H:12]([C:13]3[CH2:14][CH2:15][C:16]4[C@:21]([C:23]=3[CH2:24][CH2:25]2)([CH3:22])[CH2:20][CH2:19][C@H:18]([OH:28])[CH:17]=4)[CH2:11][CH2:10]1)[CH3:8])[CH3:1].[CH3:3][CH:2]([CH2:4][CH2:5][CH2:6][C@H:7]([C@@H:9]1[C@:26]2([CH3:27])[C@H:12]([C:13]3[CH2:14][CH2:15][C:16]4[C@:21]([C:23]=3[CH2:24][CH2:25]2)([CH3:22])[CH2:20][CH2:19][C@@H:18]([OH:28])[CH:17]=4)[CH2:11][CH2:10]1)[CH3:8])[CH3:1]. (3) Given the reactants [CH3:1][O:2][C:3]1[CH:8]=[CH:7][CH:6]=[C:5]([CH3:9])[CH:4]=1.[OH:10][S:11](O)(=[O:13])=[O:12], predict the reaction product. The product is: [CH3:1][O:2][C:3]1[CH:8]=[CH:7][C:6]([S:11]([OH:13])(=[O:12])=[O:10])=[C:5]([CH3:9])[CH:4]=1. (4) Given the reactants [F:1][C:2]1[CH:3]=[C:4]([C:29]2[C:30]([C:35]#[N:36])=[CH:31][CH:32]=[CH:33][CH:34]=2)[CH:5]=[CH:6][C:7]=1[CH2:8][C:9]1[C:10](=[O:28])[N:11]([CH:21]2[CH2:26][CH2:25][C:24](=[O:27])[CH2:23][CH2:22]2)[C:12]2[N:13]([N:18]=[CH:19][N:20]=2)[C:14]=1[CH2:15][CH2:16][CH3:17].[OH:37][CH2:38][C:39]1([CH:43](O)[CH3:44])[CH2:42][CH2:41][CH2:40]1, predict the reaction product. The product is: [F:1][C:2]1[CH:3]=[C:4]([C:29]2[C:30]([C:35]#[N:36])=[CH:31][CH:32]=[CH:33][CH:34]=2)[CH:5]=[CH:6][C:7]=1[CH2:8][C:9]1[C:10](=[O:28])[N:11]([CH:21]2[CH2:22][CH2:23][C:24]3([O:37][CH2:38][C:39]4([CH2:42][CH2:41][CH2:40]4)[CH:43]([CH3:44])[O:27]3)[CH2:25][CH2:26]2)[C:12]2[N:13]([N:18]=[CH:19][N:20]=2)[C:14]=1[CH2:15][CH2:16][CH3:17]. (5) Given the reactants [OH:1][C:2]1[CH:7]=[CH:6][C:5]([CH:8]([CH3:14])[C:9]([O:11][CH2:12][CH3:13])=[O:10])=[CH:4][CH:3]=1.[N+:15]([O-])([OH:17])=[O:16], predict the reaction product. The product is: [OH:1][C:2]1[CH:3]=[CH:4][C:5]([CH:8]([CH3:14])[C:9]([O:11][CH2:12][CH3:13])=[O:10])=[CH:6][C:7]=1[N+:15]([O-:17])=[O:16]. (6) Given the reactants [CH3:1][C:2](=[CH2:17])[CH2:3][C:4]1([C:11]2[CH:16]=[CH:15][CH:14]=[CH:13][CH:12]=2)[O:9][C:8](=[O:10])[NH:7][CH2:6][CH2:5]1.ClCCl.ClC1C=CC=C(C(OO)=[O:29])C=1, predict the reaction product. The product is: [CH3:17][C:2]1([CH2:3][C:4]2([C:11]3[CH:16]=[CH:15][CH:14]=[CH:13][CH:12]=3)[O:9][C:8](=[O:10])[NH:7][CH2:6][CH2:5]2)[CH2:1][O:29]1. (7) Given the reactants [C:1]([O:13][CH3:14])(=[O:12])[CH2:2][CH2:3][CH2:4][CH2:5][CH2:6][CH2:7][CH2:8][C:9]([O-:11])=O.CN(C)C=O.C(Cl)(=O)C(Cl)=O.[CH2:26]([Mg]Br)[CH2:27][CH2:28][CH2:29][CH2:30][CH2:31][CH3:32].Cl, predict the reaction product. The product is: [O:11]=[C:9]([CH2:26][CH2:27][CH2:28][CH2:29][CH2:30][CH2:31][CH3:32])[CH2:8][CH2:7][CH2:6][CH2:5][CH2:4][CH2:3][CH2:2][C:1]([O:13][CH3:14])=[O:12].